Predict which catalyst facilitates the given reaction. From a dataset of Catalyst prediction with 721,799 reactions and 888 catalyst types from USPTO. (1) Reactant: [Br:1][C:2]1[CH:7]=[CH:6][C:5]([CH2:8][C:9]([NH2:11])=[O:10])=[C:4]([F:12])[CH:3]=1.[Br:13]N1C(=O)CCC1=O.N(C(C)(C)C#N)=NC(C)(C)C#N. Product: [Br:13][CH:8]([C:5]1[CH:6]=[CH:7][C:2]([Br:1])=[CH:3][C:4]=1[F:12])[C:9]([NH2:11])=[O:10]. The catalyst class is: 53. (2) Reactant: [I:1][C:2]1[CH:7]=[CH:6][C:5]([NH:8][C:9]2[N:14]=[CH:13][CH:12]=[CH:11][N:10]=2)=[CH:4][CH:3]=1.[H-].[Na+].[CH3:17]I.O. Product: [I:1][C:2]1[CH:3]=[CH:4][C:5]([N:8]([CH3:17])[C:9]2[N:10]=[CH:11][CH:12]=[CH:13][N:14]=2)=[CH:6][CH:7]=1. The catalyst class is: 3. (3) Reactant: [F:1][C:2]1[CH:11]=[CH:10][C:9]2[C:4](=[N:5][C:6]([OH:18])=[C:7]([C:13]([O:15][CH2:16][CH3:17])=[O:14])[N+:8]=2[O-])[CH:3]=1.P(Br)(Br)Br.O. Product: [F:1][C:2]1[CH:3]=[C:4]2[C:9](=[CH:10][CH:11]=1)[N:8]=[C:7]([C:13]([O:15][CH2:16][CH3:17])=[O:14])[C:6]([OH:18])=[N:5]2. The catalyst class is: 9. (4) Reactant: [OH:1][CH2:2][C@H:3]([NH:10][C:11](=[O:17])[C@@H:12]([CH3:16])[CH2:13][CH:14]=[CH2:15])[C:4]1[CH:9]=[CH:8][CH:7]=[CH:6][N:5]=1.[CH3:18][C@H:19]([CH2:23][CH:24]=[CH2:25])[C:20](O)=[O:21].CCOC(C)=O.CCCCCC. Product: [CH3:18][C@H:19]([CH2:23][CH:24]=[CH2:25])[C:20]([O:1][CH2:2][C@H:3]([NH:10][C:11](=[O:17])[C@@H:12]([CH3:16])[CH2:13][CH:14]=[CH2:15])[C:4]1[CH:9]=[CH:8][CH:7]=[CH:6][N:5]=1)=[O:21]. The catalyst class is: 2.